From a dataset of Forward reaction prediction with 1.9M reactions from USPTO patents (1976-2016). Predict the product of the given reaction. (1) Given the reactants [Si]([O:8][C:9]1[CH:10]=[CH:11][C:12]2[O:16][C:15](=[O:17])[N:14]([CH2:18][C:19]([N:21]([CH3:28])[C:22]3[CH:27]=[CH:26][CH:25]=[CH:24][CH:23]=3)=[O:20])[C:13]=2[CH:29]=1)(C(C)(C)C)(C)C.Cl.O, predict the reaction product. The product is: [OH:8][C:9]1[CH:10]=[CH:11][C:12]2[O:16][C:15](=[O:17])[N:14]([CH2:18][C:19]([N:21]([CH3:28])[C:22]3[CH:23]=[CH:24][CH:25]=[CH:26][CH:27]=3)=[O:20])[C:13]=2[CH:29]=1. (2) Given the reactants C(=O)([O-])[O-].[Cs+].[Cs+].[Br:7][C:8]1[N:9]([CH2:18][C:19]#[C:20][CH3:21])[C:10]2[C:15](=[O:16])[NH:14][N:13]=[CH:12][C:11]=2[N:17]=1.Cl[CH2:23][C:24]1[N:33]=[C:32]([CH3:34])[C:31]2[C:26](=[CH:27][CH:28]=[CH:29][CH:30]=2)[N:25]=1, predict the reaction product. The product is: [Br:7][C:8]1[N:9]([CH2:18][C:19]#[C:20][CH3:21])[C:10]2[C:15](=[O:16])[N:14]([CH2:23][C:24]3[N:33]=[C:32]([CH3:34])[C:31]4[C:26](=[CH:27][CH:28]=[CH:29][CH:30]=4)[N:25]=3)[N:13]=[CH:12][C:11]=2[N:17]=1. (3) Given the reactants [F:1][C:2]1[CH:26]=[C:25]([F:27])[CH:24]=[CH:23][C:3]=1[O:4][C:5]1[N:10]=[C:9]2[N:11]([CH2:15][O:16][CH2:17][CH2:18][Si:19]([CH3:22])([CH3:21])[CH3:20])[N:12]=[C:13](I)[C:8]2=[CH:7][N:6]=1.[OH:28][C:29]1[CH:34]=[CH:33][C:32](B(O)O)=[C:31]([CH3:38])[CH:30]=1.C(=O)([O-])[O-].[K+].[K+], predict the reaction product. The product is: [F:1][C:2]1[CH:26]=[C:25]([F:27])[CH:24]=[CH:23][C:3]=1[O:4][C:5]1[N:10]=[C:9]2[N:11]([CH2:15][O:16][CH2:17][CH2:18][Si:19]([CH3:22])([CH3:21])[CH3:20])[N:12]=[C:13]([C:32]3[CH:33]=[CH:34][C:29]([OH:28])=[CH:30][C:31]=3[CH3:38])[C:8]2=[CH:7][N:6]=1. (4) Given the reactants [C:1]([C:3]1[C:4]2[S:25][C:24]([C:26]3[CH:31]=[CH:30][CH:29]=[CH:28][CH:27]=3)=[CH:23][C:5]=2[C:6]([O:9][C@H:10]2[CH2:15][CH2:14][CH2:13][N:12](C(OC(C)(C)C)=O)[CH2:11]2)=[N:7][CH:8]=1)#[N:2].Cl.[OH2:33], predict the reaction product. The product is: [C:26]1([C:24]2[S:25][C:4]3[C:3]([C:1]([NH2:2])=[O:33])=[CH:8][N:7]=[C:6]([O:9][C@H:10]4[CH2:15][CH2:14][CH2:13][NH:12][CH2:11]4)[C:5]=3[CH:23]=2)[CH:31]=[CH:30][CH:29]=[CH:28][CH:27]=1. (5) Given the reactants Br[C:2]1[C:3](=[O:20])[N:4]([C:9]2[CH:10]=[C:11]([CH:16]=[CH:17][C:18]=2[CH3:19])[C:12]([O:14]C)=[O:13])[CH:5]=[C:6]([Br:8])[N:7]=1.[CH3:21][N:22]1[CH2:27][CH2:26][NH:25][CH:24]([C:28]2[CH:33]=[CH:32][CH:31]=[CH:30][CH:29]=2)[CH2:23]1.C([N:37](CC)[CH:38]([CH3:40])[CH3:39])(C)C.C1CC=CCC=1.[CH:49]1([NH2:52])[CH2:51][CH2:50]1.C([Mg]Cl)(C)C, predict the reaction product. The product is: [CH:38]1([NH:37][C:12](=[O:14])[C:11]2[CH:16]=[CH:17][C:18]([CH3:19])=[C:9]([N:4]3[CH:5]=[CH:6][N:7]=[C:2]([N:25]4[CH2:26][CH2:27][N:22]([CH3:21])[CH2:23][CH:24]4[C:28]4[CH:29]=[CH:30][CH:31]=[CH:32][CH:33]=4)[C:3]3=[O:20])[CH:10]=2)[CH2:40][CH2:39]1.[Br:8][C:6]1[N:7]=[C:2]([N:25]2[CH2:26][CH2:27][N:22]([CH3:21])[CH2:23][CH:24]2[C:28]2[CH:29]=[CH:30][CH:31]=[CH:32][CH:33]=2)[C:3](=[O:20])[N:4]([C:9]2[CH:10]=[C:11]([CH:16]=[CH:17][C:18]=2[CH3:19])[C:12]([NH:52][CH:49]2[CH2:51][CH2:50]2)=[O:13])[CH:5]=1. (6) Given the reactants Br[C:2]1[C:7]([NH2:8])=[C:6]([CH3:9])[CH:5]=[C:4]([CH3:10])[N:3]=1.[C:11]([C:13]1[CH:18]=[CH:17][CH:16]=[C:15]([Cl:19])[CH:14]=1)#[CH:12], predict the reaction product. The product is: [Cl:19][C:15]1[CH:14]=[C:13]([C:11]#[C:12][C:2]2[C:7]([NH2:8])=[C:6]([CH3:9])[CH:5]=[C:4]([CH3:10])[N:3]=2)[CH:18]=[CH:17][CH:16]=1.